From a dataset of Experimentally validated miRNA-target interactions with 360,000+ pairs, plus equal number of negative samples. Binary Classification. Given a miRNA mature sequence and a target amino acid sequence, predict their likelihood of interaction. (1) The miRNA is hsa-miR-5189-5p with sequence UCUGGGCACAGGCGGAUGGACAGG. The protein sequence of the target gene is MARGGAACKSDARLLLGRDALRPAPALLAPAVLLGAALGLGLGLWLGCRAGRQRTRHQKDDTQNLLKNLESNAQTPSETGSPSRRRKREVQMSKDKEAVDECEPPSNSNITAFALKAKVIYPINQKFRPLADGSSNPSLHENLKQAVLPHQPVEASPSSSLGSLSQGEKDDCSSSSSVHSATSDDRFLSRTFLRVNAFPEVLACESVDVDLCIYSLHLKDLLHLDTALRQEKHMMFIQIFKMCLLDLLPKKKSDDELYQKILSKQEKDLEELEKGLQVKLSNTEMSGAGDSEYITLADVE.... Result: 1 (interaction). (2) The miRNA is hsa-miR-4741 with sequence CGGGCUGUCCGGAGGGGUCGGCU. The protein sequence of the target gene is MNSMNPMKPALPPAPHGDGSFAYESVPWQQSATQPAGSLSVVTTVWGVGNATQSQVLGNPMGPAGSPSGSSMMPGVAGGSSALTSPQCLGQQAFAEGGANKGYVQQGVYSRGGYPGAPGFTTGYAGGPGGLGLPSHAARPSTDFTQAAAAAAVAAAAATATATATATVAALQEKQSQELSQYGAMGAGQSFNSQFLQHGGPRGPSVPAGMNPTGIGGVMGPSGLSPLAMNPTRAAGMTPLYAGQRLPQHGYPGPPQAQPLPRQGVKRTYSEVYPGQQYLQGGQYAPSTAQFAPSPGQPPA.... Result: 1 (interaction). (3) The miRNA is mmu-miR-494-3p with sequence UGAAACAUACACGGGAAACCUC. The protein sequence of the target gene is MVDRLANSEANTRRISIVESCFGAAGQPLTIPGRVLIGEGVLTKLCRKKPKARQFFLFNDILVYGNIVIQKKKYNKQHIIPLENVTIDSIKDEGELRNGWLIKTPTKSFAVYAATATEKSEWMNHINKCVTDLLSKSGKTPSNEHAAVWVPDSEATVCMRCQKAKFTPVNRRHHCRKCGFVVCGPCSEKRFLLPSQSSKPVRICDFCYDLLSTGDMAACQPTRSDSYSQSLKSPLNDASDDDDDDDSSD. Result: 0 (no interaction). (4) The miRNA is mmu-miR-5125 with sequence UCUGCCUGGGAUUUCCUUGU. The protein sequence of the target gene is MLKLQGEDEAAQLAPRRARVPVPRPTAPDVSPSSARLGLACLLLLLLLTLPARVDTSWWYIGALGARVICDNIPGLVSRQRQLCQRYPDIMRSVGEGAREWIRECQHQFRHHRWNCTTLDRDHTVFGRAMLRSSREAAFVYAISSAGVVHAITRACSQGELSVCSCDPYTRGRHHDQRGDFDWGGCSDNIHYGVRFAKAFVDAKEKRLKDARALMNLHNNRCGRTAVRRFLKLECKCHGVSGSCTLRTCWRALSDFRRTGDYLRRRYDGAVQVTATQDGANFTAARQGYRHATRTDLVYF.... Result: 1 (interaction). (5) The miRNA is hsa-miR-7107-5p with sequence UCGGCCUGGGGAGGAGGAAGGG. The protein sequence of the target gene is MSGEDGPAAGPGAAAAAARERRREQLRQWGARAGAEPGPGERRARTVRFERAAEFLAACAGGDLDEARLMLRAADPGPGAELDPAAPPPARAVLDSTNADGISALHQACIDENLEVVRFLVEQGATVNQADNEGWTPLHVAASCGYLDIARYLLSHGANIAAVNSDGDLPLDLAESDAMEGLLKAEIARRGVDVEAAKRAEEELLLHDTRCWLNGGAMPEARHPRTGASALHVAAAKGYIEVMRLLLQAGYDPELRDGDGWTPLHAAAHWGVEDACRLLAEHGGGMDSLTHAGQRPCDLA.... Result: 1 (interaction). (6) The miRNA is hsa-miR-4307 with sequence AAUGUUUUUUCCUGUUUCC. The protein sequence of the target gene is MNDTEKPADTPSEEEDFGDPRTYDPDFKGPVANRSCTDVLCCMIFLLCIIGYIVLGLVAWVHGDPRRAAYPTDSQGHFCGQKGTPNENKTILFYFNLLRCTSPSVLLNLQCPTTQICVSKCPEKFLTYVEMQLLYTKDKSYWEDYRQFCKTTAKPVKSLTQLLLDDDCPTAIFPSKPFLQRCFPDFSTKNGTLTIGSKMMFQDGNGGTRSVVELGIAANGINKLLDAKSLGLKVFEDYARTWYWILIGLTIAMVLSWIFLILLRFIAGCLFWVFMIGVIGIIGYGIWHCYQQYTNLQERP.... Result: 0 (no interaction).